From a dataset of Reaction yield outcomes from USPTO patents with 853,638 reactions. Predict the reaction yield, written as a fraction of the theoretical maximum amount of product (1.0 means a 100% yield; for example, 0.34 means a 34% yield). (1) The reactants are Cl[C:2]1[CH:9]=[CH:8][C:5]([C:6]#[N:7])=[C:4]([O:10][CH2:11][CH2:12]C)[N:3]=1.[B:14]1([OH:24])[C:18]2[CH:19]=[CH:20][C:21]([OH:23])=[CH:22][C:17]=2[CH2:16][O:15]1.[C:25](=O)([O-])[O-].[K+].[K+]. The catalyst is CN(C=O)C. The product is [OH:24][B:14]1[C:18]2[CH:19]=[CH:20][C:21]([O:23][C:2]3[CH:9]=[CH:8][C:5]([C:6]#[N:7])=[C:4]([O:10][CH:11]([CH3:12])[CH3:25])[N:3]=3)=[CH:22][C:17]=2[CH2:16][O:15]1. The yield is 0.260. (2) The reactants are [C:1]([C:4]1[C:9]([NH:10][C:11]([C:13]2[S:14][CH:15]=[C:16]([CH:18]([CH3:20])[CH3:19])[N:17]=2)=O)=[C:8]([F:21])[C:7]([O:22][CH3:23])=[CH:6][CH:5]=1)(=[O:3])[CH3:2].C(C1N=C(C2C=C(O)C3C(=CC(OC)=CC=3)N=2)SC=1)(C)C. No catalyst specified. The product is [CH:18]([C:16]1[N:17]=[C:13]([C:11]2[CH:2]=[C:1]([OH:3])[C:4]3[C:9](=[C:8]([F:21])[C:7]([O:22][CH3:23])=[CH:6][CH:5]=3)[N:10]=2)[S:14][CH:15]=1)([CH3:20])[CH3:19]. The yield is 0.900. (3) The reactants are [C:1]1(=[O:11])[C:9]2[C:4](=[CH:5][CH:6]=[CH:7][CH:8]=2)[C:3](=[O:10])[NH:2]1.[H-].[Na+].Cl[CH2:15][C:16]#[N:17].O. The catalyst is CN(C=O)C. The product is [O:11]=[C:1]1[C:9]2[C:4](=[CH:5][CH:6]=[CH:7][CH:8]=2)[C:3](=[O:10])[N:2]1[CH2:15][C:16]#[N:17]. The yield is 0.890. (4) The reactants are [F:1][C:2]1[CH:10]=[CH:9][CH:8]=[C:7]([F:11])[C:3]=1[C:4](Cl)=[O:5].Br.Br[CH2:14][CH2:15][NH2:16].[OH-].[Na+]. The catalyst is [Cl-].C([N+](CC)(CC)CC)C1C=CC=CC=1.C(Cl)Cl. The product is [F:1][C:2]1[CH:10]=[CH:9][CH:8]=[C:7]([F:11])[C:3]=1[C:4]1[O:5][CH2:14][CH2:15][N:16]=1. The yield is 0.500. (5) The reactants are C(NC(C)C)(C)C.C([Li])CCC.[CH2:13]([SnH:17]([CH2:22][CH2:23][CH2:24][CH3:25])[CH2:18][CH2:19][CH2:20][CH3:21])[CH2:14][CH2:15][CH3:16].[CH2:26]([O:33][C:34]1[CH:41]=[CH:40][C:37]([CH2:38]Cl)=[CH:36][CH:35]=1)[C:27]1[CH:32]=[CH:31][CH:30]=[CH:29][CH:28]=1. The catalyst is O1CCCC1. The product is [CH2:26]([O:33][C:34]1[CH:41]=[CH:40][C:37]([CH2:38][Sn:17]([CH2:18][CH2:19][CH2:20][CH3:21])([CH2:22][CH2:23][CH2:24][CH3:25])[CH2:13][CH2:14][CH2:15][CH3:16])=[CH:36][CH:35]=1)[C:27]1[CH:32]=[CH:31][CH:30]=[CH:29][CH:28]=1. The yield is 0.830.